Predict the reactants needed to synthesize the given product. From a dataset of Retrosynthesis with 50K atom-mapped reactions and 10 reaction types from USPTO. (1) Given the product CCOC(=O)c1ccc(C)c(O)c1, predict the reactants needed to synthesize it. The reactants are: CCO.Cc1ccc(C(=O)O)cc1O. (2) Given the product CNS(=O)(=O)c1ccc(N=C=S)cc1, predict the reactants needed to synthesize it. The reactants are: CNS(=O)(=O)c1ccc(N)cc1.S=C(Cl)Cl.